This data is from Forward reaction prediction with 1.9M reactions from USPTO patents (1976-2016). The task is: Predict the product of the given reaction. (1) Given the reactants [O:1]=[C:2]1[C:10]2[C:5](=[CH:6][CH:7]=[CH:8][CH:9]=2)[C:4](=[O:11])[N:3]1[CH2:12][CH2:13][CH2:14][N:15]([C:35](=[O:42])[CH2:36][C:37]([O:39][CH2:40][CH3:41])=[O:38])[C:16]1[C:17]([C:30](OCC)=[O:31])=[N:18][CH:19]=[C:20]([CH2:22][C:23]2[CH:28]=[CH:27][C:26]([F:29])=[CH:25][CH:24]=2)[CH:21]=1.C1CCN2C(=NCCC2)CC1.OS([O-])(=O)=O.[Na+], predict the reaction product. The product is: [O:11]=[C:4]1[C:5]2[C:10](=[CH:9][CH:8]=[CH:7][CH:6]=2)[C:2](=[O:1])[N:3]1[CH2:12][CH2:13][CH2:14][N:15]1[C:16]2[C:17](=[N:18][CH:19]=[C:20]([CH2:22][C:23]3[CH:28]=[CH:27][C:26]([F:29])=[CH:25][CH:24]=3)[CH:21]=2)[C:30]([OH:31])=[C:36]([C:37]([O:39][CH2:40][CH3:41])=[O:38])[C:35]1=[O:42]. (2) The product is: [CH:26]1([NH:25][C:16]2[N:17]=[C:18]3[CH:24]=[CH:23][N:22]=[CH:21][C:19]3=[N:20][C:15]=2[N:12]2[CH2:13][CH2:14][CH:9]([CH:8]([F:29])[C:6]3[CH:7]=[CH:2][C:3]([F:48])=[CH:4][CH:5]=3)[CH2:10][CH2:11]2)[CH2:27][CH2:28]1. Given the reactants Cl[C:2]1[CH:3]=[CH:4][C:5](F)=[C:6]([CH:8]([F:29])[CH:9]2[CH2:14][CH2:13][N:12]([C:15]3[N:20]=[C:19]4[CH:21]=[N:22][CH:23]=[CH:24][C:18]4=[N:17][C:16]=3[NH:25][CH:26]3[CH2:28][CH2:27]3)[CH2:11][CH2:10]2)[CH:7]=1.C1(NC2N=C3C=C(C)N=CC3=NC=2N2CCC(C(C3C=C(F)C=CC=3F)[F:48])CC2)CC1.C1(NC2N=C3C=CN=CC3=NC=2N2CCC(C(C3C=C(F)C=CC=3F)F)CC2)CC1, predict the reaction product.